From a dataset of Catalyst prediction with 721,799 reactions and 888 catalyst types from USPTO. Predict which catalyst facilitates the given reaction. (1) Reactant: Cl.[Cl:2][C:3]1[CH:8]=[CH:7][CH:6]=[C:5]([Cl:9])[C:4]=1[NH:10][C:11]1[NH:12][C:13]2[CH:19]=[C:18]([O:20]C)[CH:17]=[CH:16][C:14]=2[N:15]=1.[BrH:22]. Product: [BrH:22].[Cl:2][C:3]1[CH:8]=[CH:7][CH:6]=[C:5]([Cl:9])[C:4]=1[NH:10][C:11]1[NH:12][C:13]2[CH:19]=[C:18]([OH:20])[CH:17]=[CH:16][C:14]=2[N:15]=1. The catalyst class is: 15. (2) Reactant: C(OC(=O)[NH:7][C:8]1[CH:13]=[C:12]([N:14]([CH3:16])[CH3:15])[C:11]([C:17]([F:20])([F:19])[F:18])=[CH:10][C:9]=1[NH:21][C:22](=[O:40])[CH2:23][C:24]([C:26]1[CH:31]=[CH:30][CH:29]=[C:28]([C:32]2[C:33]([CH3:39])=[N:34][C:35]([CH3:38])=[CH:36][CH:37]=2)[CH:27]=1)=O)(C)(C)C.C(O)(C(F)(F)F)=O. Product: [CH3:16][N:14]([CH3:15])[C:12]1[C:11]([C:17]([F:20])([F:19])[F:18])=[CH:10][C:9]2[NH:21][C:22](=[O:40])[CH2:23][C:24]([C:26]3[CH:31]=[CH:30][CH:29]=[C:28]([C:32]4[C:33]([CH3:39])=[N:34][C:35]([CH3:38])=[CH:36][CH:37]=4)[CH:27]=3)=[N:7][C:8]=2[CH:13]=1. The catalyst class is: 2. (3) Reactant: [F:1][C:2]1[CH:7]=[CH:6][CH:5]=[CH:4][C:3]=1[C@H:8]([O:10][C:11](=[O:30])[NH:12][C:13]1[C:14]([CH3:29])=[N:15][O:16][C:17]=1[C:18]1[CH:23]=[CH:22][C:21]([C:24]2[N:25]=[N:26][NH:27][N:28]=2)=[CH:20][CH:19]=1)[CH3:9].Br[CH2:32][C:33]([O:35][CH3:36])=[O:34].C(=O)([O-])[O-].[K+].[K+]. Product: [CH3:36][O:35][C:33](=[O:34])[CH2:32][N:26]1[N:27]=[N:28][C:24]([C:21]2[CH:22]=[CH:23][C:18]([C:17]3[O:16][N:15]=[C:14]([CH3:29])[C:13]=3[NH:12][C:11]([O:10][C@@H:8]([C:3]3[CH:4]=[CH:5][CH:6]=[CH:7][C:2]=3[F:1])[CH3:9])=[O:30])=[CH:19][CH:20]=2)=[N:25]1. The catalyst class is: 23. (4) Reactant: C[Si](C)(C)CCOCOCC1N=C(C(OCC)=O)SC=1.CC(C)(CC(=O)N[NH:30][C:31]([C:33]1[S:34][CH:35]=[C:36]([CH2:38][O:39][CH2:40][O:41][CH2:42][CH2:43][Si:44]([CH3:47])([CH3:46])[CH3:45])[N:37]=1)=[O:32])C(OC)=O. Product: [CH3:45][Si:44]([CH3:47])([CH3:46])[CH2:43][CH2:42][O:41][CH2:40][O:39][CH2:38][C:36]1[N:37]=[C:33]([C:31]([NH2:30])=[O:32])[S:34][CH:35]=1. The catalyst class is: 328. (5) Reactant: N[CH:2]1[CH2:5][N:4]([C:6]([O:8][C:9]([CH3:12])([CH3:11])[CH3:10])=[O:7])[CH2:3]1.[C:13]([O-])([O-:15])=[O:14].[Cs+].[Cs+].C1C=CC(P(C2C(C3C(P(C4C=CC=CC=4)C4C=CC=CC=4)=CC=C4C=3C=CC=C4)=C3C(C=CC=C3)=CC=2)C2C=CC=CC=2)=CC=1. Product: [C:9]([O:8][C:6]([NH:4][C:3]1([C:13]([OH:15])=[O:14])[CH2:2][CH2:5]1)=[O:7])([CH3:12])([CH3:11])[CH3:10]. The catalyst class is: 222. (6) Reactant: [Br:1][C:2]1[C:7]([OH:8])=[CH:6][CH:5]=[CH:4][N:3]=1.Cl[C:10]([F:15])([F:14])C([O-])=O.[Na+].C(=O)([O-])[O-].[Cs+].[Cs+]. Product: [F:14][CH:10]([F:15])[O:8][C:7]1[C:2]([Br:1])=[N:3][CH:4]=[CH:5][CH:6]=1. The catalyst class is: 18. (7) Reactant: [NH2:1][C:2]1[S:6][C:5]([C:7]2[CH:12]=[CH:11][CH:10]=[CH:9][CH:8]=2)=[N:4][C:3]=1[C:13]([O:15][CH2:16][CH3:17])=[O:14].[Cl:18][C:19]([Cl:26])([Cl:25])[C:20]([N:22]=[C:23]=[O:24])=[O:21]. Product: [C:7]1([C:5]2[S:6][C:2]([NH:1][C:23]([NH:22][C:20](=[O:21])[C:19]([Cl:26])([Cl:25])[Cl:18])=[O:24])=[C:3]([C:13]([O:15][CH2:16][CH3:17])=[O:14])[N:4]=2)[CH:12]=[CH:11][CH:10]=[CH:9][CH:8]=1. The catalyst class is: 1.